From a dataset of Catalyst prediction with 721,799 reactions and 888 catalyst types from USPTO. Predict which catalyst facilitates the given reaction. (1) Reactant: [CH3:1][C:2]1[N:3]=[C:4]([NH:7][C:8]([C:10]2[CH:11]=[C:12]([CH:17]=[CH:18][CH:19]=2)[C:13]([O:15][CH3:16])=[O:14])=[O:9])[S:5][CH:6]=1.[H-].[Na+].[CH3:22]I. Product: [CH3:22][N:7]([C:4]1[S:5][CH:6]=[C:2]([CH3:1])[N:3]=1)[C:8]([C:10]1[CH:11]=[C:12]([CH:17]=[CH:18][CH:19]=1)[C:13]([O:15][CH3:16])=[O:14])=[O:9]. The catalyst class is: 3. (2) Reactant: [CH2:1]([O:8][C:9]([N:11]1[C:20]([CH3:24])([C:21](O)=[O:22])[CH2:19][C:18]2[C:13](=[CH:14][CH:15]=[CH:16][CH:17]=2)[CH2:12]1)=[O:10])[C:2]1[CH:7]=[CH:6][CH:5]=[CH:4][CH:3]=1.CCN=C=NCCCN(C)C.Cl.C1C=NC2N(O)N=NC=2C=1.C(N(CC)CC)C.[NH2:54][C:55]1[C:63]([NH2:64])=[CH:62][CH:61]=[CH:60][C:56]=1[C:57]([NH2:59])=[O:58]. Product: [NH2:54][C:55]1[C:56]([C:57](=[O:58])[NH2:59])=[CH:60][CH:61]=[CH:62][C:63]=1[NH:64][C:21]([C:20]1([CH3:24])[CH2:19][C:18]2[C:13](=[CH:14][CH:15]=[CH:16][CH:17]=2)[CH2:12][N:11]1[C:9]([O:8][CH2:1][C:2]1[CH:3]=[CH:4][CH:5]=[CH:6][CH:7]=1)=[O:10])=[O:22]. The catalyst class is: 3.